Predict the reactants needed to synthesize the given product. From a dataset of Full USPTO retrosynthesis dataset with 1.9M reactions from patents (1976-2016). (1) Given the product [Br:4][C:5]1[CH:23]=[C:22]([F:24])[CH:21]=[CH:20][C:6]=1[CH2:7][C:8]1[NH:9][C:10](=[O:19])[C:11]([OH:18])=[C:12]([C:14]([OH:16])=[O:15])[N:13]=1, predict the reactants needed to synthesize it. The reactants are: O.[OH-].[Li+].[Br:4][C:5]1[CH:23]=[C:22]([F:24])[CH:21]=[CH:20][C:6]=1[CH2:7][C:8]1[N:13]=[C:12]([C:14]([O:16]C)=[O:15])[C:11]([OH:18])=[C:10]([OH:19])[N:9]=1. (2) Given the product [C:25]([O:29][C:30]([N:21]1[CH2:22][CH2:23][C:15]2[C:14]([NH:13][CH2:12][CH:11]([C:1]34[CH2:2][CH:3]5[CH2:4][CH:5]([CH2:6][CH:7]([CH2:9]5)[CH2:8]3)[CH2:10]4)[OH:24])=[N:19][CH:18]=[N:17][C:16]=2[CH2:20]1)=[O:31])([CH3:28])([CH3:27])[CH3:26], predict the reactants needed to synthesize it. The reactants are: [C:1]12([CH:11]([OH:24])[CH2:12][NH:13][C:14]3[C:15]4[CH2:23][CH2:22][NH:21][CH2:20][C:16]=4[N:17]=[CH:18][N:19]=3)[CH2:10][CH:5]3[CH2:6][CH:7]([CH2:9][CH:3]([CH2:4]3)[CH2:2]1)[CH2:8]2.[C:25]([O:29][C:30](O[C:30]([O:29][C:25]([CH3:28])([CH3:27])[CH3:26])=[O:31])=[O:31])([CH3:28])([CH3:27])[CH3:26].C(N(CC)CC)C.